From a dataset of Experimentally validated miRNA-target interactions with 360,000+ pairs, plus equal number of negative samples. Binary Classification. Given a miRNA mature sequence and a target amino acid sequence, predict their likelihood of interaction. The miRNA is hsa-miR-5690 with sequence UCAGCUACUACCUCUAUUAGG. The protein sequence of the target gene is MPYNFCLPSLSCRTSCSSRPCVPPSCHGYTLPGACNIPANVSNCNWFCEGSFNGSEKETMQFLNDRLASYLEKVRQLERDNAELENLIRERSQQQEPLLCPSYQSYFKTIEELQQKILCSKSENARLVVQIDNAKLAADDFRTKYQTEQSLRQLVESDINSLRRILDELTLCRSDLEAQMESLKEELLSLKQNHEQEVNTLRCQLGDRLNVEVDAAPAVDLNQVLNETRNQYEALVETNRREVEQWFATQTEELNKQVVSSSEQLQSYQAEIIELRRTVNALEIELQAQHNLRYSLENTL.... Result: 0 (no interaction).